Dataset: Catalyst prediction with 721,799 reactions and 888 catalyst types from USPTO. Task: Predict which catalyst facilitates the given reaction. (1) Reactant: [Cl:1][C:2]1[N:7]=[C:6](Cl)[CH:5]=[C:4]([CH3:9])[N:3]=1.[CH3:10][S-:11].[Na+]. Product: [Cl:1][C:2]1[N:3]=[C:4]([CH3:9])[CH:5]=[C:6]([S:11][CH3:10])[N:7]=1. The catalyst class is: 20. (2) Reactant: [Si]([O:8][CH2:9][C@@H:10]1[O:14][C:13](=[O:15])[N:12]([C:16]2[CH:21]=[CH:20][C:19]([C:22]3[CH:27]=[CH:26][C:25]([N:28]4[CH2:32][C@H:31]([CH2:33][N:34]5[CH:38]=[C:37]([CH3:39])[N:36]=[N:35]5)[O:30][C:29]4=[O:40])=[CH:24][CH:23]=3)=[CH:18][CH:17]=2)[CH2:11]1)(C(C)(C)C)(C)C.[F-:41].C([N+](CCCC)(CCCC)CCCC)CCC. Product: [F:41][C:23]1[CH:24]=[C:25]([N:28]2[CH2:32][C@H:31]([CH2:33][N:34]3[CH:38]=[C:37]([CH3:39])[N:36]=[N:35]3)[O:30][C:29]2=[O:40])[CH:26]=[CH:27][C:22]=1[C:19]1[CH:20]=[CH:21][C:16]([N:12]2[CH2:11][C@H:10]([CH2:9][OH:8])[O:14][C:13]2=[O:15])=[CH:17][CH:18]=1. The catalyst class is: 7. (3) Reactant: Cl[O-].[Na+].[CH3:4][O:5][C:6](=[O:16])[CH2:7][CH2:8][CH2:9][CH2:10][CH:11]([OH:15])[CH2:12][CH2:13][OH:14].C(O)(C)C. Product: [CH3:4][O:5][C:6](=[O:16])[CH2:7][CH2:8][CH2:9][CH2:10][C:11](=[O:15])[CH2:12][CH2:13][OH:14]. The catalyst class is: 15. (4) Reactant: [N+:1]([C:4]1[CH:5]=[C:6]([NH:10][C:11](=[O:15])[CH2:12][CH2:13][CH3:14])[CH:7]=[CH:8][CH:9]=1)([O-])=O.[H][H]. Product: [NH2:1][C:4]1[CH:5]=[C:6]([NH:10][C:11](=[O:15])[CH2:12][CH2:13][CH3:14])[CH:7]=[CH:8][CH:9]=1. The catalyst class is: 19. (5) Reactant: [NH:1]1[C:9]2[C:4](=[C:5]([C:10]3[N:11]=[C:12]([N:26]4[CH2:31][CH2:30][O:29][CH2:28][CH2:27]4)[C:13]4[S:18][C:17]([CH2:19][N:20]5[CH2:25][CH2:24][NH:23][CH2:22][CH2:21]5)=[CH:16][C:14]=4[N:15]=3)[CH:6]=[CH:7][CH:8]=2)[CH:3]=[N:2]1.[C:32](O)(=[O:35])[CH:33]=[CH2:34].CN(C(ON1N=NC2C=CC=NC1=2)=[N+](C)C)C.F[P-](F)(F)(F)(F)F.CCN(C(C)C)C(C)C.C([O-])(O)=O.[Na+]. Product: [NH:1]1[C:9]2[C:4](=[C:5]([C:10]3[N:11]=[C:12]([N:26]4[CH2:27][CH2:28][O:29][CH2:30][CH2:31]4)[C:13]4[S:18][C:17]([CH2:19][N:20]5[CH2:21][CH2:22][N:23]([C:32](=[O:35])[CH:33]=[CH2:34])[CH2:24][CH2:25]5)=[CH:16][C:14]=4[N:15]=3)[CH:6]=[CH:7][CH:8]=2)[CH:3]=[N:2]1. The catalyst class is: 290. (6) Reactant: [CH3:1][O:2][NH:3][C:4]([C:6]1[CH:7]=[C:8]([NH:13][C:14]2[C:19]3=[C:20]([CH:27]([CH3:29])[CH3:28])[C:21](C(NC)=O)=[CH:22][N:18]3[N:17]=[CH:16][N:15]=2)[CH:9]=[CH:10][C:11]=1[CH3:12])=[O:5].C([N:32]([CH2:35]C)CC)C.C1(P(N=[N+]=[N-])(C2C=CC=CC=2)=[O:44])C=CC=CC=1.[CH3:54][N:55]1[CH2:59][CH2:58][CH2:57][CH:56]1[CH2:60][CH2:61][OH:62]. Product: [CH3:54][N:55]1[CH2:59][CH2:58][CH2:57][CH:56]1[CH2:60][CH2:61][O:62][C:35](=[O:44])[NH:32][C:21]1[C:20]([CH:27]([CH3:29])[CH3:28])=[C:19]2[N:18]([CH:22]=1)[N:17]=[CH:16][N:15]=[C:14]2[NH:13][C:8]1[CH:9]=[CH:10][C:11]([CH3:12])=[C:6]([C:4]([NH:3][O:2][CH3:1])=[O:5])[CH:7]=1. The catalyst class is: 12. (7) Reactant: [CH2:1]([NH2:8])[C:2]1[CH:7]=[CH:6][CH:5]=[CH:4][CH:3]=1.N/C(/C#N)=[C:11](\[C:14](=[NH:18])OCC)/[C:12]#[N:13].Cl.[NH2:22][C:23]1C=CC=CC=1.[OH-].[Na+]. Product: [NH2:18][C:14]1[N:8]([CH2:1][C:2]2[CH:7]=[CH:6][CH:5]=[CH:4][CH:3]=2)[CH:23]=[N:22][C:11]=1[C:12]#[N:13]. The catalyst class is: 8.